Dataset: Catalyst prediction with 721,799 reactions and 888 catalyst types from USPTO. Task: Predict which catalyst facilitates the given reaction. The catalyst class is: 2. Product: [O:15]=[C:9]1[C:8]([CH2:7][C:5]2[CH:6]=[N:1][CH:2]=[N:3][CH:4]=2)=[CH:13][NH:12][C:11]([S:14][CH2:26][C:27]2[CH:28]=[CH:29][C:30]([O:35][C:36]3[CH:41]=[CH:40][C:39]([C:42]([F:45])([F:43])[F:44])=[CH:38][N:37]=3)=[C:31]([CH:34]=2)[C:32]#[N:33])=[N:10]1. Reactant: [N:1]1[CH:6]=[C:5]([CH2:7][C:8]2[C:9](=[O:15])[NH:10][C:11](=[S:14])[NH:12][CH:13]=2)[CH:4]=[N:3][CH:2]=1.CCN(C(C)C)C(C)C.Cl[CH2:26][C:27]1[CH:28]=[CH:29][C:30]([O:35][C:36]2[CH:41]=[CH:40][C:39]([C:42]([F:45])([F:44])[F:43])=[CH:38][N:37]=2)=[C:31]([CH:34]=1)[C:32]#[N:33].